Dataset: Catalyst prediction with 721,799 reactions and 888 catalyst types from USPTO. Task: Predict which catalyst facilitates the given reaction. Reactant: [Cl:1][C:2]1[CH:7]=[CH:6][C:5]([C@@H:8]([C:19]2[CH:24]=[CH:23][C:22]([CH:25]3[CH2:30][CH2:29][NH:28][CH2:27][CH2:26]3)=[CH:21][CH:20]=2)[CH2:9][C:10]([C:12]2[CH:17]=[CH:16][N:15]=[C:14]([CH3:18])[CH:13]=2)=[O:11])=[C:4]([CH3:31])[CH:3]=1.[S:32](N)([NH2:35])(=[O:34])=[O:33]. Product: [Cl:1][C:2]1[CH:7]=[CH:6][C:5]([C@@H:8]([C:19]2[CH:20]=[CH:21][C:22]([CH:25]3[CH2:26][CH2:27][N:28]([S:32]([NH2:35])(=[O:34])=[O:33])[CH2:29][CH2:30]3)=[CH:23][CH:24]=2)[CH2:9][C:10]([C:12]2[CH:17]=[CH:16][N:15]=[C:14]([CH3:18])[CH:13]=2)=[O:11])=[C:4]([CH3:31])[CH:3]=1. The catalyst class is: 12.